This data is from Forward reaction prediction with 1.9M reactions from USPTO patents (1976-2016). The task is: Predict the product of the given reaction. Given the reactants [CH3:1][S:2]([NH:5][C:6]1[CH:7]=[CH:8][C:9]2[O:13][C:12]([C:14]([O:16]CC)=[O:15])=[CH:11][C:10]=2[CH:19]=1)(=[O:4])=[O:3].O[Li].O, predict the reaction product. The product is: [CH3:1][S:2]([NH:5][C:6]1[CH:7]=[CH:8][C:9]2[O:13][C:12]([C:14]([OH:16])=[O:15])=[CH:11][C:10]=2[CH:19]=1)(=[O:3])=[O:4].